This data is from Forward reaction prediction with 1.9M reactions from USPTO patents (1976-2016). The task is: Predict the product of the given reaction. Given the reactants [Cl:1][C:2]1[C:7]([C:8]#[N:9])=[CH:6][N:5]=[C:4]2[CH:10]=[CH:11][S:12][C:3]=12.[CH:13]([N-]C(C)C)(C)C.[Li+].CCCCCCC.O1CCCC1.C(C1C=CC=CC=1)C.IC, predict the reaction product. The product is: [Cl:1][C:2]1[C:7]([C:8]#[N:9])=[CH:6][N:5]=[C:4]2[CH:10]=[C:11]([CH3:13])[S:12][C:3]=12.